From a dataset of Full USPTO retrosynthesis dataset with 1.9M reactions from patents (1976-2016). Predict the reactants needed to synthesize the given product. Given the product [CH2:8]([O:10][C:11](=[O:36])[CH2:12][CH:13]1[C:22]2[N:21]([CH2:23][C:24]3[CH:25]=[CH:26][C:27]([Cl:30])=[CH:28][CH:29]=3)[C:20]([C:31]([CH3:34])([CH3:33])[CH3:32])=[N:19][C:18]=2[CH2:17][CH2:16][CH2:15][CH2:14]1)[CH3:9], predict the reactants needed to synthesize it. The reactants are: C[Si](Cl)(C)C.[I-].[Na+].[CH2:8]([O:10][C:11](=[O:36])[CH2:12][C:13]1(O)[C:22]2[N:21]([CH2:23][C:24]3[CH:29]=[CH:28][C:27]([Cl:30])=[CH:26][CH:25]=3)[C:20]([C:31]([CH3:34])([CH3:33])[CH3:32])=[N:19][C:18]=2[CH2:17][CH2:16][CH2:15][CH2:14]1)[CH3:9].